From a dataset of NCI-60 drug combinations with 297,098 pairs across 59 cell lines. Regression. Given two drug SMILES strings and cell line genomic features, predict the synergy score measuring deviation from expected non-interaction effect. (1) Drug 1: C1=CN(C(=O)N=C1N)C2C(C(C(O2)CO)O)O.Cl. Drug 2: CCCCCOC(=O)NC1=NC(=O)N(C=C1F)C2C(C(C(O2)C)O)O. Cell line: SF-268. Synergy scores: CSS=6.54, Synergy_ZIP=-1.91, Synergy_Bliss=0.374, Synergy_Loewe=-6.18, Synergy_HSA=-0.114. (2) Drug 1: CC1=C2C(C(=O)C3(C(CC4C(C3C(C(C2(C)C)(CC1OC(=O)C(C(C5=CC=CC=C5)NC(=O)OC(C)(C)C)O)O)OC(=O)C6=CC=CC=C6)(CO4)OC(=O)C)OC)C)OC. Drug 2: CN(C)N=NC1=C(NC=N1)C(=O)N. Cell line: HCC-2998. Synergy scores: CSS=67.2, Synergy_ZIP=12.5, Synergy_Bliss=9.25, Synergy_Loewe=-28.4, Synergy_HSA=9.45. (3) Drug 2: CC1OCC2C(O1)C(C(C(O2)OC3C4COC(=O)C4C(C5=CC6=C(C=C35)OCO6)C7=CC(=C(C(=C7)OC)O)OC)O)O. Cell line: HOP-92. Drug 1: C1=CC(=CC=C1CCC2=CNC3=C2C(=O)NC(=N3)N)C(=O)NC(CCC(=O)O)C(=O)O. Synergy scores: CSS=43.0, Synergy_ZIP=3.31, Synergy_Bliss=3.61, Synergy_Loewe=5.30, Synergy_HSA=7.35. (4) Drug 2: C1CNP(=O)(OC1)N(CCCl)CCCl. Cell line: UACC-257. Synergy scores: CSS=19.4, Synergy_ZIP=-2.90, Synergy_Bliss=-0.573, Synergy_Loewe=-82.3, Synergy_HSA=-0.526. Drug 1: CCC1=C2CN3C(=CC4=C(C3=O)COC(=O)C4(CC)O)C2=NC5=C1C=C(C=C5)O. (5) Drug 1: C1=CC(=C2C(=C1NCCNCCO)C(=O)C3=C(C=CC(=C3C2=O)O)O)NCCNCCO. Drug 2: CC12CCC3C(C1CCC2O)C(CC4=C3C=CC(=C4)O)CCCCCCCCCS(=O)CCCC(C(F)(F)F)(F)F. Cell line: IGROV1. Synergy scores: CSS=40.6, Synergy_ZIP=-8.27, Synergy_Bliss=-3.27, Synergy_Loewe=-20.2, Synergy_HSA=-3.06. (6) Drug 1: C(CN)CNCCSP(=O)(O)O. Drug 2: N.N.Cl[Pt+2]Cl. Cell line: HCT-15. Synergy scores: CSS=27.3, Synergy_ZIP=-11.2, Synergy_Bliss=-6.39, Synergy_Loewe=-24.5, Synergy_HSA=-3.47. (7) Drug 1: C1CN1C2=NC(=NC(=N2)N3CC3)N4CC4. Cell line: HOP-62. Drug 2: C1CN(CCN1C(=O)CCBr)C(=O)CCBr. Synergy scores: CSS=44.4, Synergy_ZIP=-6.03, Synergy_Bliss=-1.23, Synergy_Loewe=-16.1, Synergy_HSA=-0.537.